From a dataset of Reaction yield outcomes from USPTO patents with 853,638 reactions. Predict the reaction yield, written as a fraction of the theoretical maximum amount of product (1.0 means a 100% yield; for example, 0.34 means a 34% yield). The reactants are [CH3:1][O:2][C:3]1([O:10][CH3:11])[CH2:8][CH2:7][O:6][CH2:5][C@H:4]1[OH:9].[CH3:12]C([O-])(C)C.[K+].S(OC)(OC)(=O)=O.O. The catalyst is C1COCC1.C(Cl)Cl. The product is [CH3:12][O:9][C@H:4]1[C:3]([O:10][CH3:11])([O:2][CH3:1])[CH2:8][CH2:7][O:6][CH2:5]1. The yield is 0.990.